The task is: Predict the reactants needed to synthesize the given product.. This data is from Full USPTO retrosynthesis dataset with 1.9M reactions from patents (1976-2016). (1) Given the product [C:26]([C:11]1[C:10]2[C:14](=[CH:15][C:7]([O:6][CH3:5])=[CH:8][CH:9]=2)[N:13]([C:16]2[C:25]3[C:20](=[CH:21][CH:22]=[CH:23][CH:24]=3)[N:19]=[CH:18][CH:17]=2)[CH:12]=1)([OH:28])=[O:27], predict the reactants needed to synthesize it. The reactants are: O.[OH-].[Li+].O.[CH3:5][O:6][C:7]1[CH:15]=[C:14]2[C:10]([C:11]([C:26]([O:28]C)=[O:27])=[CH:12][N:13]2[C:16]2[C:25]3[C:20](=[CH:21][CH:22]=[CH:23][CH:24]=3)[N:19]=[CH:18][CH:17]=2)=[CH:9][CH:8]=1.Cl. (2) Given the product [O:20]1[CH2:3][CH2:2][CH:7]([CH2:6][CH2:5][C:8]2[O:9][C:10]3[CH:16]=[CH:15][CH:14]=[CH:13][C:11]=3[N:12]=2)[CH2:22][CH2:21]1, predict the reactants needed to synthesize it. The reactants are: F[C:2]1[CH:7]=[CH:6][C:5]([C:8]2[O:9][C:10]3[CH:16]=[CH:15][CH:14]=[CH:13][C:11]=3[N:12]=2)=C[C:3]=1[N+]([O-])=O.[O:20]1CCC(CCN)[CH2:22][CH2:21]1.C(N(CC)CC)C.[H][H]. (3) Given the product [S:37]([O:30][CH2:8][CH2:9][O:10][CH2:11][CH2:12][O:13][CH2:14][CH2:15][S:16][CH2:17][CH2:18][CH2:19][S:20][CH2:21][CH2:22][O:23][CH2:24][CH2:25][O:26][CH2:27][CH2:28][O:29][S:37]([C:7]1[CH:6]=[CH:36][C:31]([CH3:41])=[CH:32][CH:33]=1)(=[O:39])=[O:38])([C:34]1[CH:35]=[CH:36][C:31]([CH3:41])=[CH:32][CH:33]=1)(=[O:39])=[O:38], predict the reactants needed to synthesize it. The reactants are: C(N([CH2:6][CH3:7])CC)C.[CH2:8]([OH:30])[CH2:9][O:10][CH2:11][CH2:12][O:13][CH2:14][CH2:15][S:16][CH2:17][CH2:18][CH2:19][S:20][CH2:21][CH2:22][O:23][CH2:24][CH2:25][O:26][CH2:27][CH2:28][OH:29].[C:31]1([CH3:41])[CH:36]=[CH:35][C:34]([S:37](Cl)(=[O:39])=[O:38])=[CH:33][CH:32]=1. (4) Given the product [F:1][C:2]1[C:7]([O:8][CH2:36][CH2:35][CH2:34][CH2:33][C:32]#[CH:31])=[CH:6][CH:5]=[CH:4][C:3]=1[CH2:9][NH:10][C:11]([C:13]1[CH:14]=[C:15]2[C:20](=[CH:21][CH:22]=1)[N:19]=[CH:18][CH:17]=[CH:16]2)=[O:12], predict the reactants needed to synthesize it. The reactants are: [F:1][C:2]1[C:7]([OH:8])=[CH:6][CH:5]=[CH:4][C:3]=1[CH2:9][NH:10][C:11]([C:13]1[CH:14]=[C:15]2[C:20](=[CH:21][CH:22]=1)[N:19]=[CH:18][CH:17]=[CH:16]2)=[O:12].[H-].[Na+].CN(C=O)C.Cl[CH2:31][CH2:32][CH2:33][CH2:34][C:35]#[CH:36].